This data is from NCI-60 drug combinations with 297,098 pairs across 59 cell lines. The task is: Regression. Given two drug SMILES strings and cell line genomic features, predict the synergy score measuring deviation from expected non-interaction effect. (1) Drug 1: C1CN1P(=S)(N2CC2)N3CC3. Drug 2: CC1=C(C(=O)C2=C(C1=O)N3CC4C(C3(C2COC(=O)N)OC)N4)N. Cell line: 786-0. Synergy scores: CSS=30.4, Synergy_ZIP=-7.06, Synergy_Bliss=1.44, Synergy_Loewe=-4.75, Synergy_HSA=0.179. (2) Drug 1: C1CCC(C1)C(CC#N)N2C=C(C=N2)C3=C4C=CNC4=NC=N3. Drug 2: CC1CCCC2(C(O2)CC(NC(=O)CC(C(C(=O)C(C1O)C)(C)C)O)C(=CC3=CSC(=N3)C)C)C. Cell line: HOP-62. Synergy scores: CSS=0.896, Synergy_ZIP=0.459, Synergy_Bliss=0.256, Synergy_Loewe=-3.30, Synergy_HSA=-2.08. (3) Drug 1: C1CCC(CC1)NC(=O)N(CCCl)N=O. Drug 2: CC1C(C(CC(O1)OC2CC(OC(C2O)C)OC3=CC4=CC5=C(C(=O)C(C(C5)C(C(=O)C(C(C)O)O)OC)OC6CC(C(C(O6)C)O)OC7CC(C(C(O7)C)O)OC8CC(C(C(O8)C)O)(C)O)C(=C4C(=C3C)O)O)O)O. Cell line: A549. Synergy scores: CSS=15.2, Synergy_ZIP=-6.33, Synergy_Bliss=-0.0255, Synergy_Loewe=-1.19, Synergy_HSA=-1.06. (4) Drug 1: CC12CCC(CC1=CCC3C2CCC4(C3CC=C4C5=CN=CC=C5)C)O. Drug 2: CC1CCCC2(C(O2)CC(NC(=O)CC(C(C(=O)C(C1O)C)(C)C)O)C(=CC3=CSC(=N3)C)C)C. Cell line: K-562. Synergy scores: CSS=25.1, Synergy_ZIP=-4.53, Synergy_Bliss=0.0963, Synergy_Loewe=-2.96, Synergy_HSA=-0.990.